Predict which catalyst facilitates the given reaction. From a dataset of Catalyst prediction with 721,799 reactions and 888 catalyst types from USPTO. (1) Reactant: [CH3:1][O:2][C:3]1[CH:4]=[C:5]([CH:21]=[C:22]([O:24][CH3:25])[CH:23]=1)[CH2:6][NH:7][C:8]([C:10]12[CH2:19][CH:14]3[CH2:15][CH:16]([CH2:18][CH:12]([CH:13]3[OH:20])[CH2:11]1)[CH2:17]2)=[O:9].Cl[C:27](Cl)([O:29]C(=O)OC(Cl)(Cl)Cl)Cl.[NH:38]1[CH2:43][CH2:42][C:41]2([C:51]3[C:46](=[CH:47][CH:48]=[CH:49][CH:50]=3)[CH:45]([CH2:52][C:53]([OH:55])=[O:54])[CH2:44]2)[CH2:40][CH2:39]1. Product: [CH3:25][O:24][C:22]1[CH:21]=[C:5]([CH:4]=[C:3]([O:2][CH3:1])[CH:23]=1)[CH2:6][NH:7][C:8]([C:10]12[CH2:19][CH:14]3[CH2:15][CH:16]([CH2:18][CH:12]([CH:13]3[O:20][C:27]([N:38]3[CH2:43][CH2:42][C:41]4([C:51]5[C:46](=[CH:47][CH:48]=[CH:49][CH:50]=5)[CH:45]([CH2:52][C:53]([OH:55])=[O:54])[CH2:44]4)[CH2:40][CH2:39]3)=[O:29])[CH2:11]1)[CH2:17]2)=[O:9]. The catalyst class is: 2. (2) The catalyst class is: 2. Product: [CH3:1][C:2]1([CH3:13])[CH2:7][CH:6]([C:8]([Cl:17])=[O:9])[CH2:5][C:4]([CH3:12])([CH3:11])[O:3]1. Reactant: [CH3:1][C:2]1([CH3:13])[CH2:7][CH:6]([C:8](O)=[O:9])[CH2:5][C:4]([CH3:12])([CH3:11])[O:3]1.C(Cl)(=O)C([Cl:17])=O. (3) Reactant: [F:1][C:2]([F:15])([F:14])[S:3]([O:6]S(C(F)(F)F)(=O)=O)(=[O:5])=[O:4].[Cl:16][C:17]1[CH:22]=[C:21]([CH:23]([CH3:25])[CH3:24])[CH:20]=[CH:19][C:18]=1O. Product: [Cl:16][C:17]1[CH:22]=[C:21]([CH:23]([CH3:25])[CH3:24])[CH:20]=[CH:19][C:18]=1[O:6][S:3]([C:2]([F:15])([F:14])[F:1])(=[O:5])=[O:4]. The catalyst class is: 202. (4) Reactant: C([O:3][C:4](=[O:33])[CH2:5][CH:6]([N:10]1[C:18]2[C:13](=[CH:14][C:15]([NH:19][C:20](=[O:32])[CH2:21][C:22]3[CH:31]=[CH:30][C:29]4[CH2:28][CH2:27][CH2:26][NH:25][C:24]=4[N:23]=3)=[CH:16][CH:17]=2)[CH:12]=[CH:11]1)[CH2:7][CH2:8][CH3:9])C.[OH-].[Na+]. Product: [N:23]1[C:24]2[NH:25][CH2:26][CH2:27][CH2:28][C:29]=2[CH:30]=[CH:31][C:22]=1[CH2:21][C:20]([NH:19][C:15]1[CH:14]=[C:13]2[C:18](=[CH:17][CH:16]=1)[N:10]([CH:6]([CH2:7][CH2:8][CH3:9])[CH2:5][C:4]([OH:33])=[O:3])[CH:11]=[CH:12]2)=[O:32]. The catalyst class is: 20. (5) Reactant: [OH-:1].[Na+].[CH:3](=O)[CH:4]=[CH:5][C:6]1[CH:11]=[CH:10][CH:9]=[CH:8][CH:7]=1.[C:13]([C:16]1[CH:24]=[CH:23][C:19]([C:20]([OH:22])=[O:21])=[CH:18][CH:17]=1)(=O)[CH3:14].Cl. Product: [O:1]=[C:5]([C:6]1[CH:11]=[CH:10][CH:9]=[CH:8][CH:7]=1)[CH:4]=[CH:3][CH:14]=[CH:13][C:16]1[CH:24]=[CH:23][C:19]([C:20]([OH:22])=[O:21])=[CH:18][CH:17]=1. The catalyst class is: 97. (6) Reactant: [CH3:1][CH2:2][C:3]1[C:24]([CH3:25])=[C:23]2[NH:26][C:4]=1[CH:5]=[C:6]1[N:10]=[C:9]([C:11]([CH:38]=[O:39])=[C:12]3[N:16]=[C:15]([CH:17]=[C:18]4[NH:27][C:21](=[CH:22]2)[C:20]([CH:28]=[CH2:29])=[C:19]4[CH3:30])[C@@H:14]([CH3:31])[C@@H:13]3[CH2:32][CH2:33][C:34]([O:36]C)=[O:35])[C:8]([C:40]([O:42]C)=[O:41])=[C:7]1[CH3:44].Cl. Product: [CH3:1][CH2:2][C:3]1[C:24]([CH3:25])=[C:23]2[NH:26][C:4]=1[CH:5]=[C:6]1[N:10]=[C:9]([C:11]([CH:38]=[O:39])=[C:12]3[N:16]=[C:15]([CH:17]=[C:18]4[NH:27][C:21](=[CH:22]2)[C:20]([CH:28]=[CH2:29])=[C:19]4[CH3:30])[C@@H:14]([CH3:31])[C@@H:13]3[CH2:32][CH2:33][C:34]([OH:36])=[O:35])[C:8]([C:40]([OH:42])=[O:41])=[C:7]1[CH3:44]. The catalyst class is: 21. (7) Reactant: [O:1]=[CH:2][C:3]1[CH:11]=[CH:10][C:8]([OH:9])=[C:5]([O:6][CH3:7])[CH:4]=1.[Br:12]C(Br)(CC)CC.C(=O)([O-])[O-].[K+].[K+].[CH3:25][CH2:26][CH2:27][CH2:28][CH2:29]C. Product: [Br:12][CH2:29][CH2:28][CH2:27][CH2:26][CH2:25][O:9][C:8]1[CH:10]=[CH:11][C:3]([CH:2]=[O:1])=[CH:4][C:5]=1[O:6][CH3:7]. The catalyst class is: 692. (8) Reactant: [CH3:1][N:2]([CH3:18])[C:3]1[CH:8]=[CH:7][C:6]([C:9]2[CH:14]=[CH:13][C:12]([N+:15]([O-])=O)=[CH:11][CH:10]=2)=[CH:5][CH:4]=1.CCOC(C)=O. Product: [CH3:1][N:2]([CH3:18])[C:3]1[CH:4]=[CH:5][C:6]([C:9]2[CH:14]=[CH:13][C:12]([NH2:15])=[CH:11][CH:10]=2)=[CH:7][CH:8]=1. The catalyst class is: 256. (9) Reactant: [OH-].[Na+].[NH2:3][CH2:4][C:5]1[CH:6]=[CH:7][CH:8]=[C:9]2[C:13]=1[N:12]([CH2:14][C:15]([OH:17])=[O:16])[CH:11]=[CH:10]2.[CH3:18][C:19]([O:22][C:23](O[C:23]([O:22][C:19]([CH3:21])([CH3:20])[CH3:18])=[O:24])=[O:24])([CH3:21])[CH3:20]. Product: [C:19]([O:22][C:23]([NH:3][CH2:4][C:5]1[CH:6]=[CH:7][CH:8]=[C:9]2[C:13]=1[N:12]([CH2:14][C:15]([OH:17])=[O:16])[CH:11]=[CH:10]2)=[O:24])([CH3:21])([CH3:20])[CH3:18]. The catalyst class is: 12. (10) Reactant: [Br:1][C:2]1[N:3]([C:12]2[C:21]3[C:16](=[CH:17][CH:18]=[CH:19][CH:20]=3)[C:15]([CH:22]3[CH2:24][CH2:23]3)=[CH:14][CH:13]=2)[C:4]([S:7][CH2:8][C:9]([OH:11])=O)=[N:5][N:6]=1.[OH-:25].[Na+].[NH2:27]O.O. Product: [Br:1][C:2]1[N:3]([C:12]2[C:21]3[C:16](=[CH:17][CH:18]=[CH:19][CH:20]=3)[C:15]([CH:22]3[CH2:24][CH2:23]3)=[CH:14][CH:13]=2)[C:4]([S:7][CH2:8][C:9]([NH:27][OH:25])=[O:11])=[N:5][N:6]=1. The catalyst class is: 36.